This data is from Full USPTO retrosynthesis dataset with 1.9M reactions from patents (1976-2016). The task is: Predict the reactants needed to synthesize the given product. (1) Given the product [C:1]([OH:20])(=[O:19])[CH2:2][CH2:3][CH2:4][CH2:5][CH2:6][CH2:7][CH2:8][CH2:9][CH2:10][CH2:11][CH2:12][CH2:13][CH2:14][CH2:15][CH2:16][CH2:17][CH3:18], predict the reactants needed to synthesize it. The reactants are: [C:1]([O:20]CC(CO)O)(=[O:19])[CH2:2][CH2:3][CH2:4][CH2:5][CH2:6][CH2:7][CH2:8][CH2:9][CH2:10][CH2:11][CH2:12][CH2:13][CH2:14][CH2:15][CH2:16][CH2:17][CH3:18].C([O-])(=O)CCCCCCCCCCCCCCCCC. (2) Given the product [C:5]([O:18][C:15]([N:7]1[CH2:6][C@@H:5]([C:3]([OH:2])=[O:4])[CH2:10][C@@H:9]([C:11]([OH:13])=[O:12])[CH2:8]1)=[O:17])([CH3:6])([CH3:10])[CH3:3], predict the reactants needed to synthesize it. The reactants are: C[O:2][C:3]([C:5]1[CH:6]=[N:7][CH:8]=[C:9]([C:11]([O:13]C)=[O:12])[CH:10]=1)=[O:4].[C:15]([OH:18])(=[O:17])C. (3) The reactants are: [CH2:1]([NH:3][C:4]([NH:6][C:7]1[CH:12]=[CH:11][C:10]([C:13]2[N:14]=[C:15]([N:23]3[CH2:28][CH2:27][O:26][CH2:25][C@@H:24]3[CH3:29])[C:16]3[CH2:22][NH:21][CH2:20][CH2:19][C:17]=3[N:18]=2)=[CH:9][CH:8]=1)=[O:5])[CH3:2].[C:30](Cl)(=[O:32])[CH3:31]. Given the product [C:30]([N:21]1[CH2:20][CH2:19][C:17]2[N:18]=[C:13]([C:10]3[CH:11]=[CH:12][C:7]([NH:6][C:4]([NH:3][CH2:1][CH3:2])=[O:5])=[CH:8][CH:9]=3)[N:14]=[C:15]([N:23]3[CH2:28][CH2:27][O:26][CH2:25][C@@H:24]3[CH3:29])[C:16]=2[CH2:22]1)(=[O:32])[CH3:31], predict the reactants needed to synthesize it. (4) Given the product [CH3:12][O:11][C:9]1[CH:8]=[C:7]2[C:3]([CH:4]=[CH:5][NH:6]2)=[C:2]([C:37]2[N:38]=[C:39]([C:49]3([S:52]([CH3:55])(=[O:53])=[O:54])[CH2:50][CH2:51]3)[CH:40]=[C:41]([N:43]3[CH2:48][CH2:47][O:46][CH2:45][CH2:44]3)[N:42]=2)[CH:10]=1, predict the reactants needed to synthesize it. The reactants are: Br[C:2]1[CH:10]=[C:9]([O:11][CH3:12])[CH:8]=[C:7]2[C:3]=1[CH:4]=[CH:5][NH:6]2.C([O-])(=O)C.[K+].B1(B2OC(C)(C)C(C)(C)O2)OC(C)(C)C(C)(C)O1.Cl[C:37]1[N:42]=[C:41]([N:43]2[CH2:48][CH2:47][O:46][CH2:45][CH2:44]2)[CH:40]=[C:39]([C:49]2([S:52]([CH3:55])(=[O:54])=[O:53])[CH2:51][CH2:50]2)[N:38]=1.C(=O)([O-])[O-].[Na+].[Na+]. (5) Given the product [NH:23]1[CH2:22][CH2:21][CH:20]([CH2:19][O:18][C:15]2[CH:16]=[CH:17][C:12]3[N:11]=[CH:10][N:9]([C:7]4[S:8][C:4]([C:2]([NH2:1])=[O:3])=[C:5]([O:33][CH2:34][C:35]5[CH:40]=[CH:39][CH:38]=[CH:37][C:36]=5[C:41]([F:42])([F:44])[F:43])[CH:6]=4)[C:13]=3[CH:14]=2)[CH2:25][CH2:24]1, predict the reactants needed to synthesize it. The reactants are: [NH2:1][C:2]([C:4]1[S:8][C:7]([N:9]2[C:13]3[CH:14]=[C:15]([O:18][CH2:19][CH:20]4[CH2:25][CH2:24][N:23](C(OC(C)(C)C)=O)[CH2:22][CH2:21]4)[CH:16]=[CH:17][C:12]=3[N:11]=[CH:10]2)=[CH:6][C:5]=1[O:33][CH2:34][C:35]1[CH:40]=[CH:39][CH:38]=[CH:37][C:36]=1[C:41]([F:44])([F:43])[F:42])=[O:3].Cl.